This data is from Reaction yield outcomes from USPTO patents with 853,638 reactions. The task is: Predict the reaction yield, written as a fraction of the theoretical maximum amount of product (1.0 means a 100% yield; for example, 0.34 means a 34% yield). (1) The reactants are [C:1]1([CH3:11])[CH:6]=[CH:5][C:4]([C:7](=[O:10])[CH2:8][CH3:9])=[CH:3][CH:2]=1.[N+:12]([O-])([OH:14])=[O:13]. No catalyst specified. The product is [CH3:11][C:1]1[CH:2]=[CH:3][C:4]([C:7](=[O:10])[CH2:8][CH3:9])=[CH:5][C:6]=1[N+:12]([O-:14])=[O:13]. The yield is 0.630. (2) No catalyst specified. The yield is 0.227. The reactants are [Na:1].CC1(C)COC(CO[C:11]2[CH:16]=[CH:15][N:14]=[C:13]([CH2:17][S:18]([C:20]3[NH:24][C:23]4[CH:25]=[CH:26][CH:27]=[CH:28][C:22]=4[N:21]=3)=[O:19])[C:12]=2[CH3:29])OC1.ClC1C=C[N+]([O-])=C(C)C=1C.[F:41][C:42]1([F:50])[CH2:47][O:46][CH:45]([CH2:48][OH:49])[O:44][CH2:43]1. The product is [Na:1].[F:41][C:42]1([F:50])[CH2:47][O:46][CH:45]([CH2:48][O:49][C:11]2[CH:16]=[CH:15][N:14]=[C:13]([CH2:17][S:18]([C:20]3[NH:24][C:23]4[CH:25]=[CH:26][CH:27]=[CH:28][C:22]=4[N:21]=3)=[O:19])[C:12]=2[CH3:29])[O:44][CH2:43]1. (3) The yield is 0.550. The reactants are [CH:1]1([C:7]2[C:8]3[S:22][C:21]([C:23]([O:25][CH2:26][CH3:27])=[O:24])=[CH:20][C:9]=3[N:10]([CH3:19])[C:11]=2[C:12]2[CH:17]=[CH:16][C:15]([OH:18])=[CH:14][CH:13]=2)[CH2:6][CH2:5][CH2:4][CH2:3][CH2:2]1.Cl[CH2:29][C:30]1[CH:31]=[C:32]([N:42]([CH3:46])[C:43](=[O:45])[CH3:44])[CH:33]=[CH:34][C:35]=1[N:36]1[CH2:41][CH2:40][O:39][CH2:38][CH2:37]1.C(=O)([O-])[O-].[K+].[K+].C(OCC)(=O)C. The product is [C:43]([N:42]([C:32]1[CH:33]=[CH:34][C:35]([N:36]2[CH2:41][CH2:40][O:39][CH2:38][CH2:37]2)=[C:30]([CH:31]=1)[CH2:29][O:18][C:15]1[CH:16]=[CH:17][C:12]([C:11]2[N:10]([CH3:19])[C:9]3[CH:20]=[C:21]([C:23]([O:25][CH2:26][CH3:27])=[O:24])[S:22][C:8]=3[C:7]=2[CH:1]2[CH2:2][CH2:3][CH2:4][CH2:5][CH2:6]2)=[CH:13][CH:14]=1)[CH3:46])(=[O:45])[CH3:44]. The catalyst is CN(C)C=O. (4) The reactants are Br[C:2]1[CH:3]=[C:4]([CH:8]2[O:12][CH2:11][CH2:10][O:9]2)[CH:5]=[CH:6][CH:7]=1.C([Li])CCC.[C:18]1([S:24][S:24][C:18]2[CH:23]=[CH:22][CH:21]=[CH:20][CH:19]=2)[CH:23]=[CH:22][CH:21]=[CH:20][CH:19]=1.O. The catalyst is O1CCCC1. The product is [C:18]1([S:24][C:2]2[CH:3]=[C:4]([CH:8]3[O:12][CH2:11][CH2:10][O:9]3)[CH:5]=[CH:6][CH:7]=2)[CH:23]=[CH:22][CH:21]=[CH:20][CH:19]=1. The yield is 0.690. (5) The reactants are [CH2:1]([N:4]1[CH2:9][CH2:8][CH:7]([C:10]2[CH:19]=[CH:18][C:13]([C:14]([O:16]C)=O)=[CH:12][CH:11]=2)[CH2:6][CH2:5]1)[CH:2]=[CH2:3].[CH3:20][O:21][C:22]1[CH:23]=[C:24]([CH2:30][CH2:31][C:32]2[CH:33]=[C:34]([NH2:37])[NH:35][N:36]=2)[CH:25]=[C:26]([O:28][CH3:29])[CH:27]=1.C[Al](C)C. The catalyst is C1(C)C=CC=CC=1. The product is [CH3:29][O:28][C:26]1[CH:25]=[C:24]([CH2:30][CH2:31][C:32]2[CH:33]=[C:34]([NH:37][C:14](=[O:16])[C:13]3[CH:12]=[CH:11][C:10]([CH:7]4[CH2:6][CH2:5][N:4]([CH2:1][CH:2]=[CH2:3])[CH2:9][CH2:8]4)=[CH:19][CH:18]=3)[NH:35][N:36]=2)[CH:23]=[C:22]([O:21][CH3:20])[CH:27]=1. The yield is 0.383.